From a dataset of NCI-60 drug combinations with 297,098 pairs across 59 cell lines. Regression. Given two drug SMILES strings and cell line genomic features, predict the synergy score measuring deviation from expected non-interaction effect. (1) Drug 1: CS(=O)(=O)C1=CC(=C(C=C1)C(=O)NC2=CC(=C(C=C2)Cl)C3=CC=CC=N3)Cl. Drug 2: CC1CCCC2(C(O2)CC(NC(=O)CC(C(C(=O)C(C1O)C)(C)C)O)C(=CC3=CSC(=N3)C)C)C. Cell line: MOLT-4. Synergy scores: CSS=5.20, Synergy_ZIP=-1.69, Synergy_Bliss=-3.37, Synergy_Loewe=-4.61, Synergy_HSA=-4.51. (2) Drug 1: C1=CC(=CC=C1CC(C(=O)O)N)N(CCCl)CCCl.Cl. Drug 2: CC(C)(C#N)C1=CC(=CC(=C1)CN2C=NC=N2)C(C)(C)C#N. Synergy scores: CSS=11.0, Synergy_ZIP=-3.86, Synergy_Bliss=-1.30, Synergy_Loewe=-2.82, Synergy_HSA=-3.10. Cell line: BT-549. (3) Drug 1: C1=NNC2=C1C(=O)NC=N2. Drug 2: C1C(C(OC1N2C=NC3=C2NC=NCC3O)CO)O. Cell line: CAKI-1. Synergy scores: CSS=-0.955, Synergy_ZIP=2.15, Synergy_Bliss=2.71, Synergy_Loewe=-0.428, Synergy_HSA=-0.414.